Dataset: Full USPTO retrosynthesis dataset with 1.9M reactions from patents (1976-2016). Task: Predict the reactants needed to synthesize the given product. The reactants are: C[N:2]1[C:7]([CH3:8])=[C:6]([N+:9]([O-:11])=[O:10])[CH:5]=[C:4]([N+]([O-])=O)[C:3]1=O.O=C1C[CH2:21][CH:20]([NH:23][C:24](=[O:30])[O:25][C:26]([CH3:29])([CH3:28])[CH3:27])[CH2:19][CH2:18]1.N. Given the product [CH3:8][C:7]1[C:6]([N+:9]([O-:11])=[O:10])=[CH:5][C:4]2[CH2:21][CH:20]([NH:23][C:24](=[O:30])[O:25][C:26]([CH3:27])([CH3:29])[CH3:28])[CH2:19][CH2:18][C:3]=2[N:2]=1, predict the reactants needed to synthesize it.